This data is from Catalyst prediction with 721,799 reactions and 888 catalyst types from USPTO. The task is: Predict which catalyst facilitates the given reaction. (1) Reactant: [Cl-].[Mg+2].[Cl-].[CH2:4]([OH:26])[C@H:5]1[O:10][C@H:9]([O:11][C@H:12]2[O:17][C@H:16]([CH2:18][OH:19])[C@@H:15]([OH:20])[C@H:14]([OH:21])[C@H:13]2[OH:22])[C@H:8]([OH:23])[C@@H:7]([OH:24])[C@@H:6]1[OH:25]. Product: [CH2:18]([OH:19])[C@H:16]1[O:17][C@H:12]([O:11][C@H:9]2[O:10][C@H:5]([CH2:4][OH:26])[C@@H:6]([OH:25])[C@H:7]([OH:24])[C@H:8]2[OH:23])[C@H:13]([OH:22])[C@@H:14]([OH:21])[C@@H:15]1[OH:20].[OH2:10].[OH2:10]. The catalyst class is: 6. (2) Reactant: [CH:1]1([C:4]2[CH:9]=[CH:8][C:7]([C:10]3[CH:14]=[C:13]([CH:15]([N:20]([C:29](OC(C)(C)C)=O)[NH:21][C:22](OC(C)(C)C)=O)[C:16]([O:18][CH3:19])=[O:17])[O:12][N:11]=3)=[C:6]([C:36]([F:39])([F:38])[F:37])[CH:5]=2)[CH2:3][CH2:2]1.[F:40][C:41]1[C:46]([F:47])=[CH:45][CH:44]=[CH:43][C:42]=1[C:48]1[NH:49][C:50](C=O)=[C:51](C=O)[N:52]=1.CCOC(C)=O.Br. Product: [CH:1]1([C:4]2[CH:9]=[CH:8][C:7]([C:10]3[CH:14]=[C:13]([CH:15]([N:20]4[CH:29]=[C:51]5[N:52]=[C:48]([C:42]6[CH:43]=[CH:44][CH:45]=[C:46]([F:47])[C:41]=6[F:40])[N:49]=[C:50]5[CH:22]=[N:21]4)[C:16]([O:18][CH3:19])=[O:17])[O:12][N:11]=3)=[C:6]([C:36]([F:37])([F:38])[F:39])[CH:5]=2)[CH2:2][CH2:3]1. The catalyst class is: 313. (3) Product: [Si:1]([O:18][CH2:19][CH2:20][O:21][C:22]1[CH:27]=[CH:26][C:25](/[CH:28]=[CH:29]/[C:30]([OH:32])=[O:31])=[C:24]([O:35][C:36]2[C:41]([Cl:42])=[CH:40][C:39]([C:43]([F:46])([F:45])[F:44])=[CH:38][N:37]=2)[CH:23]=1)([C:14]([CH3:16])([CH3:15])[CH3:17])([C:8]1[CH:9]=[CH:10][CH:11]=[CH:12][CH:13]=1)[C:2]1[CH:7]=[CH:6][CH:5]=[CH:4][CH:3]=1. Reactant: [Si:1]([O:18][CH2:19][CH2:20][O:21][C:22]1[CH:27]=[CH:26][C:25](/[CH:28]=[CH:29]/[C:30]([O:32]CC)=[O:31])=[C:24]([O:35][C:36]2[C:41]([Cl:42])=[CH:40][C:39]([C:43]([F:46])([F:45])[F:44])=[CH:38][N:37]=2)[CH:23]=1)([C:14]([CH3:17])([CH3:16])[CH3:15])([C:8]1[CH:13]=[CH:12][CH:11]=[CH:10][CH:9]=1)[C:2]1[CH:7]=[CH:6][CH:5]=[CH:4][CH:3]=1.[OH-].[Na+].Cl. The catalyst class is: 214. (4) Reactant: [NH2:1][C:2]1[C:3]([CH3:35])=[C:4]([C:8]2[CH:20]=[CH:19][C:18]([C:21](=[O:23])[NH2:22])=[C:17]3[C:9]=2[C:10]2[CH:11]=[CH:12][C:13]([NH:24][C:25](=[O:34])[O:26][CH2:27][C:28]4[CH:33]=[CH:32][CH:31]=[CH:30][CH:29]=4)=[CH:14][C:15]=2[NH:16]3)[CH:5]=[CH:6][CH:7]=1.[F:36][C:37]1[CH:38]=[CH:39][C:40]([C:43](O)=[O:44])=[N:41][CH:42]=1.C1C=NC2N(O)N=NC=2C=1.C(Cl)CCl.CCN(C(C)C)C(C)C. The catalyst class is: 168. Product: [C:21]([C:18]1[CH:19]=[CH:20][C:8]([C:4]2[CH:5]=[CH:6][CH:7]=[C:2]([NH:1][C:43](=[O:44])[C:40]3[CH:39]=[CH:38][C:37]([F:36])=[CH:42][N:41]=3)[C:3]=2[CH3:35])=[C:9]2[C:17]=1[NH:16][C:15]1[CH:14]=[C:13]([NH:24][C:25](=[O:34])[O:26][CH2:27][C:28]3[CH:33]=[CH:32][CH:31]=[CH:30][CH:29]=3)[CH:12]=[CH:11][C:10]2=1)(=[O:23])[NH2:22]. (5) Reactant: [CH3:1][CH:2]([CH3:23])[CH2:3][CH2:4][CH2:5][CH2:6][C:7]#[C:8][C:9]1[CH:14]=[CH:13][C:12]([NH:15][C:16](=[O:22])[O:17][C:18]([CH3:21])([CH3:20])[CH3:19])=[CH:11][CH:10]=1. Product: [CH3:1][CH:2]([CH3:23])[CH2:3][CH2:4][CH2:5][CH2:6][CH2:7][CH2:8][C:9]1[CH:10]=[CH:11][C:12]([NH:15][C:16](=[O:22])[O:17][C:18]([CH3:21])([CH3:20])[CH3:19])=[CH:13][CH:14]=1. The catalyst class is: 78. (6) Reactant: [CH2:1]([N:8]1[CH:13]([CH2:14][CH2:15][OH:16])[CH2:12][O:11][CH:10]([CH3:17])[C:9]1=O)[C:2]1[CH:7]=[CH:6][CH:5]=[CH:4][CH:3]=1.CO. Product: [CH2:1]([N:8]1[CH2:9][CH:10]([CH3:17])[O:11][CH2:12][CH:13]1[CH2:14][CH2:15][OH:16])[C:2]1[CH:3]=[CH:4][CH:5]=[CH:6][CH:7]=1. The catalyst class is: 7. (7) Reactant: Cl[C:2]1[N:7]=[C:6]([NH:8][C@H:9]([C:11]2[CH:16]=[CH:15][C:14]([F:17])=[CH:13][CH:12]=2)[CH3:10])[CH:5]=[C:4]([C:18]2[CH:19]=[N:20][N:21]([CH3:23])[CH:22]=2)[CH:3]=1.[NH2:24][C:25]1[CH:30]=[N:29][CH:28]=[CH:27][N:26]=1.C1(P(C2CCCCC2)C2C=CC=CC=2C2C(C(C)C)=CC(C(C)C)=CC=2C(C)C)CCCCC1.CC(C)([O-])C.[Na+]. Product: [F:17][C:14]1[CH:15]=[CH:16][C:11]([C@@H:9]([NH:8][C:6]2[CH:5]=[C:4]([C:18]3[CH:19]=[N:20][N:21]([CH3:23])[CH:22]=3)[CH:3]=[C:2]([NH:24][C:25]3[CH:30]=[N:29][CH:28]=[CH:27][N:26]=3)[N:7]=2)[CH3:10])=[CH:12][CH:13]=1. The catalyst class is: 802. (8) Reactant: [CH2:1]([C@H:3]1[C:11]2[C:6](=[CH:7][C:8]([C:12](=[O:26])[NH:13][CH2:14][C:15]3[CH:20]=[CH:19][C:18]([S:21]([CH2:24][CH3:25])(=[O:23])=[O:22])=[CH:17][N:16]=3)=[CH:9][CH:10]=2)[CH2:5][N:4]1C(OC(C)(C)C)=O)[CH3:2].Cl.O1CCOCC1.[OH-].[Na+]. Product: [CH2:1]([C@H:3]1[C:11]2[C:6](=[CH:7][C:8]([C:12]([NH:13][CH2:14][C:15]3[CH:20]=[CH:19][C:18]([S:21]([CH2:24][CH3:25])(=[O:23])=[O:22])=[CH:17][N:16]=3)=[O:26])=[CH:9][CH:10]=2)[CH2:5][NH:4]1)[CH3:2]. The catalyst class is: 46. (9) Reactant: [F:1][C:2]([F:40])([F:39])[C:3]1[CH:4]=[C:5]([C@H:13]2[O:17][C:16](=[O:18])[N:15]([CH2:19][C:20]3[CH:25]=[C:24]([C:26]([F:29])([F:28])[F:27])[CH:23]=[CH:22][C:21]=3[C:30]3[CH:35]=[CH:34][C:33]([F:36])=[C:32](Cl)[CH:31]=3)[C@H:14]2[CH3:38])[CH:6]=[C:7]([C:9]([F:12])([F:11])[F:10])[CH:8]=1.[C:41](B(O)O)([CH3:43])=[CH2:42].C([O-])([O-])=O.[K+].[K+]. Product: [F:1][C:2]([F:40])([F:39])[C:3]1[CH:4]=[C:5]([C@H:13]2[O:17][C:16](=[O:18])[N:15]([CH2:19][C:20]3[CH:25]=[C:24]([C:26]([F:29])([F:28])[F:27])[CH:23]=[CH:22][C:21]=3[C:30]3[CH:35]=[CH:34][C:33]([F:36])=[C:32]([C:41]([CH3:43])=[CH2:42])[CH:31]=3)[C@H:14]2[CH3:38])[CH:6]=[C:7]([C:9]([F:12])([F:11])[F:10])[CH:8]=1. The catalyst class is: 1. (10) Reactant: [CH3:1][O:2][C:3]([C@@H:5]1[CH2:9][C:8]([F:11])([F:10])[CH2:7][N:6]1C(OC(C)(C)C)=O)=[O:4].C(O)(C(F)(F)F)=O. Product: [CH3:1][O:2][C:3]([C@@H:5]1[CH2:9][C:8]([F:11])([F:10])[CH2:7][NH:6]1)=[O:4]. The catalyst class is: 4.